Dataset: Peptide-MHC class II binding affinity with 134,281 pairs from IEDB. Task: Regression. Given a peptide amino acid sequence and an MHC pseudo amino acid sequence, predict their binding affinity value. This is MHC class II binding data. (1) The peptide sequence is QLGELYYAIHKASPV. The MHC is DRB1_0701 with pseudo-sequence DRB1_0701. The binding affinity (normalized) is 0.826. (2) The peptide sequence is YTVALFLAVALVAGP. The MHC is HLA-DPA10301-DPB10402 with pseudo-sequence HLA-DPA10301-DPB10402. The binding affinity (normalized) is 0.0794. (3) The peptide sequence is ISFCNANPGLMKDVA. The MHC is HLA-DQA10101-DQB10501 with pseudo-sequence HLA-DQA10101-DQB10501. The binding affinity (normalized) is 0. (4) The peptide sequence is TTEMLSRALKKVPVD. The MHC is DRB5_0101 with pseudo-sequence DRB5_0101. The binding affinity (normalized) is 0.600.